This data is from P-glycoprotein inhibition data for predicting drug efflux from Broccatelli et al.. The task is: Regression/Classification. Given a drug SMILES string, predict its absorption, distribution, metabolism, or excretion properties. Task type varies by dataset: regression for continuous measurements (e.g., permeability, clearance, half-life) or binary classification for categorical outcomes (e.g., BBB penetration, CYP inhibition). Dataset: pgp_broccatelli. The drug is O[C@H](COc1cccc2ncccc12)CN1CCN(C2c3ccccc3C3C(c4ccccc42)C3(F)F)CC1. The result is 1 (inhibitor).